This data is from Full USPTO retrosynthesis dataset with 1.9M reactions from patents (1976-2016). The task is: Predict the reactants needed to synthesize the given product. (1) Given the product [CH2:11]([O:18][C:19]1[CH:26]2[CH:22]([CH2:23][CH:24]([CH:27]=[O:28])[CH2:25]2)[C:21](=[O:29])[C:20]=1[C:30]1[C:35]([CH2:36][CH3:37])=[CH:34][C:33]([CH3:38])=[CH:32][C:31]=1[CH2:39][CH3:40])[C:12]1[CH:13]=[CH:14][CH:15]=[CH:16][CH:17]=1, predict the reactants needed to synthesize it. The reactants are: CS(C)=O.C(Cl)(=O)C(Cl)=O.[CH2:11]([O:18][C:19]1[CH:26]2[CH:22]([CH2:23][CH:24]([CH2:27][OH:28])[CH2:25]2)[C:21](=[O:29])[C:20]=1[C:30]1[C:35]([CH2:36][CH3:37])=[CH:34][C:33]([CH3:38])=[CH:32][C:31]=1[CH2:39][CH3:40])[C:12]1[CH:17]=[CH:16][CH:15]=[CH:14][CH:13]=1.C(N(CC)CC)C.[Cl-].[NH4+]. (2) Given the product [F:1][C:2](=[CH2:6])[C:3]([O:10][CH2:9][C:8]([Cl:12])([Cl:11])[Cl:7])=[O:4], predict the reactants needed to synthesize it. The reactants are: [F:1][C:2](=[CH2:6])[C:3](Cl)=[O:4].[Cl:7][C:8]([Cl:12])([Cl:11])[CH2:9][OH:10].C(N(CC)CC)C. (3) Given the product [CH:7]1([C:10]2[C:11]([N:19]3[CH2:20][CH2:21][N:22]([C:25]([C:27]4[CH:32]=[CH:31][C:30]([N:1]5[CH2:5][CH2:4][CH2:3][C:2]5=[O:6])=[CH:29][C:28]=4[F:34])=[O:26])[CH2:23][CH2:24]3)=[N:12][CH:13]=[C:14]([CH:16]3[CH2:18][CH2:17]3)[CH:15]=2)[CH2:8][CH2:9]1, predict the reactants needed to synthesize it. The reactants are: [NH:1]1[CH2:5][CH2:4][CH2:3][C:2]1=[O:6].[CH:7]1([C:10]2[C:11]([N:19]3[CH2:24][CH2:23][N:22]([C:25]([C:27]4[CH:32]=[CH:31][C:30](I)=[CH:29][C:28]=4[F:34])=[O:26])[CH2:21][CH2:20]3)=[N:12][CH:13]=[C:14]([CH:16]3[CH2:18][CH2:17]3)[CH:15]=2)[CH2:9][CH2:8]1. (4) Given the product [C:45]([NH:48][C:49]1[CH:50]=[C:51]2[C:55](=[CH:56][CH:57]=1)[NH:54][C:53]([C:58]([NH:25][CH2:26][C:27]1[CH:32]=[CH:31][C:30]([Cl:33])=[C:29]([O:34][C:35]3[CH:36]=[C:37]([C:38]#[N:39])[CH:40]=[C:41]([Cl:43])[CH:42]=3)[C:28]=1[F:44])=[O:59])=[CH:52]2)(=[O:47])[CH3:46], predict the reactants needed to synthesize it. The reactants are: CN(C(ON1N=NC2C=CC=NC1=2)=[N+](C)C)C.F[P-](F)(F)(F)(F)F.[NH2:25][CH2:26][C:27]1[C:28]([F:44])=[C:29]([O:34][C:35]2[CH:36]=[C:37]([CH:40]=[C:41]([Cl:43])[CH:42]=2)[C:38]#[N:39])[C:30]([Cl:33])=[CH:31][CH:32]=1.[C:45]([NH:48][C:49]1[CH:50]=[C:51]2[C:55](=[CH:56][CH:57]=1)[NH:54][C:53]([C:58](O)=[O:59])=[CH:52]2)(=[O:47])[CH3:46].CCN(C(C)C)C(C)C. (5) Given the product [CH2:11]([N:7]1[C:8]2[C:4](=[CH:3][C:2]([N:1]3[CH:31]=[CH:35][CH:34]=[CH:33]3)=[CH:10][CH:9]=2)[C:5]([C:23]2[CH:24]=[CH:25][CH:26]=[CH:27][CH:28]=2)=[C:6]1[C:18]([O:20][CH2:21][CH3:22])=[O:19])[C:12]1[CH:17]=[CH:16][CH:15]=[CH:14][CH:13]=1, predict the reactants needed to synthesize it. The reactants are: [NH2:1][C:2]1[CH:3]=[C:4]2[C:8](=[CH:9][CH:10]=1)[N:7]([CH2:11][C:12]1[CH:17]=[CH:16][CH:15]=[CH:14][CH:13]=1)[C:6]([C:18]([O:20][CH2:21][CH3:22])=[O:19])=[C:5]2[C:23]1[CH:28]=[CH:27][CH:26]=[CH:25][CH:24]=1.CO[CH:31]1[CH2:35][CH2:34][CH:33](OC)O1.